Predict which catalyst facilitates the given reaction. From a dataset of Catalyst prediction with 721,799 reactions and 888 catalyst types from USPTO. (1) Reactant: C(O[C:6](=O)[N:7](C)[C@H:8]([C:10](=[O:35])[NH:11][C@H:12]([C:16]([N:18]1[C:22]2=[N:23][CH:24]=[CH:25][CH:26]=[C:21]2[CH2:20][C@H:19]1[CH2:27][NH:28][C:29]1[CH:34]=[CH:33][CH:32]=[CH:31][CH:30]=1)=[O:17])[CH:13]([CH3:15])[CH3:14])[CH3:9])(C)(C)C.[ClH:38]. Product: [ClH:38].[CH3:6][NH:7][C@@H:8]([CH3:9])[C:10]([NH:11][C@H:12]([C:16]([N:18]1[C:22]2=[N:23][CH:24]=[CH:25][CH:26]=[C:21]2[CH2:20][C@H:19]1[CH2:27][NH:28][C:29]1[CH:34]=[CH:33][CH:32]=[CH:31][CH:30]=1)=[O:17])[CH:13]([CH3:15])[CH3:14])=[O:35]. The catalyst class is: 12. (2) Reactant: Cl[C:2]1[N:9]=[C:8]([CH3:10])[C:7]([N+:11]([O-:13])=[O:12])=[CH:6][C:3]=1[C:4]#[N:5].[CH:14]1([CH2:19][NH:20][CH2:21][CH3:22])[CH2:18][CH2:17][CH2:16][CH2:15]1.C([O-])([O-])=O.[K+].[K+]. Product: [CH:14]1([CH2:19][N:20]([C:2]2[N:9]=[C:8]([CH3:10])[C:7]([N+:11]([O-:13])=[O:12])=[CH:6][C:3]=2[C:4]#[N:5])[CH2:21][CH3:22])[CH2:18][CH2:17][CH2:16][CH2:15]1. The catalyst class is: 11. (3) Reactant: Br[CH:2]1[CH2:4][C:3]1([CH2:10][CH2:11][CH2:12][CH2:13][CH3:14])[CH2:5][CH2:6][CH2:7][CH2:8][CH3:9].C(C1(CCCCC)CC1)CCCC.CC(C)([O-])C.[K+]. Product: [CH2:10]([C:3]1([CH2:5][CH2:6][CH2:7][CH2:8][CH3:9])[CH:4]=[CH:2]1)[CH2:11][CH2:12][CH2:13][CH3:14]. The catalyst class is: 16. (4) Reactant: Cl.Cl.[NH2:3][C@@H:4]([C:7]1[S:8][C:9]([C@@H:12]([NH2:17])[C:13]([F:16])([F:15])[F:14])=[CH:10][CH:11]=1)[CH2:5][OH:6].CCN(C(C)C)C(C)C.Cl[C:28]([O:30][CH2:31][CH:32]=[CH2:33])=[O:29].[Si:34](Cl)([C:37]([CH3:40])([CH3:39])[CH3:38])([CH3:36])[CH3:35].CN(C1C=CC=CN=1)C. Product: [CH2:31]([O:30][C:28](=[O:29])[NH:3][C@@H:4]([C:7]1[S:8][C:9]([C@@H:12]([NH2:17])[C:13]([F:16])([F:14])[F:15])=[CH:10][CH:11]=1)[CH2:5][O:6][Si:34]([C:37]([CH3:40])([CH3:39])[CH3:38])([CH3:36])[CH3:35])[CH:32]=[CH2:33]. The catalyst class is: 4. (5) Reactant: C([O:4][C:5]1[C:9]([CH3:10])=[N:8][N:7]([C:11]2[CH:16]=[CH:15][C:14]([F:17])=[CH:13][CH:12]=2)[N:6]=1)(=O)C.[OH-].[Na+]. Product: [F:17][C:14]1[CH:13]=[CH:12][C:11]([N:7]2[NH:6][C:5](=[O:4])[C:9]([CH3:10])=[N:8]2)=[CH:16][CH:15]=1. The catalyst class is: 24. (6) The catalyst class is: 646. Reactant: [Cl:1][C:2]1[N:3]=[C:4]([N:14]2[CH2:19][CH2:18][O:17][CH2:16][CH2:15]2)[C:5]2[S:10][C:9]([CH2:11][NH:12][CH3:13])=[CH:8][C:6]=2[N:7]=1.C(N(CC)CC)C.[C:27](Cl)(=[O:34])[C:28]1[CH:33]=[CH:32][CH:31]=[CH:30][CH:29]=1. Product: [Cl:1][C:2]1[N:3]=[C:4]([N:14]2[CH2:19][CH2:18][O:17][CH2:16][CH2:15]2)[C:5]2[S:10][C:9]([CH2:11][N:12]([CH3:13])[C:27](=[O:34])[C:28]3[CH:33]=[CH:32][CH:31]=[CH:30][CH:29]=3)=[CH:8][C:6]=2[N:7]=1. (7) Reactant: [F:1][C:2]1[CH:9]=[C:8]([Br:10])[CH:7]=[CH:6][C:3]=1[CH:4]=[O:5].[CH2:11](O)[CH2:12][OH:13]. Product: [F:1][C:2]1[CH:9]=[C:8]([Br:10])[CH:7]=[CH:6][C:3]=1[CH:4]1[O:13][CH2:12][CH2:11][O:5]1. The catalyst class is: 11. (8) Reactant: [C:1](=O)([O-])[O-].[Cs+].[Cs+].Br[C:8]1[CH:9]=[C:10]2[CH:16]=[C:15]([C:17]3[CH:22]=[CH:21][C:20]([F:23])=[CH:19][CH:18]=3)[O:14][C:11]2=[N:12][CH:13]=1.[CH3:24][C:25]1[CH:33]=[CH:32][C:28]([C:29]([OH:31])=[O:30])=[CH:27][C:26]=1B1OC(C)(C)C(C)(C)O1.[Si](C=[N+]=[N-])(C)(C)C. Product: [F:23][C:20]1[CH:21]=[CH:22][C:17]([C:15]2[O:14][C:11]3=[N:12][CH:13]=[C:8]([C:26]4[CH:27]=[C:28]([CH:32]=[CH:33][C:25]=4[CH3:24])[C:29]([O:31][CH3:1])=[O:30])[CH:9]=[C:10]3[CH:16]=2)=[CH:18][CH:19]=1. The catalyst class is: 667. (9) Reactant: [CH3:1][O:2][C:3]1[CH:10]=[C:9]([O:11][CH3:12])[CH:8]=[CH:7][C:4]=1[CH2:5][NH2:6].[NH:13]1[C:21]2[C:16](=[CH:17][CH:18]=[CH:19][C:20]=2[CH:22]=O)[CH:15]=[CH:14]1.C(O)(=O)C. Product: [NH:13]1[C:21]2[C:16](=[CH:17][CH:18]=[CH:19][C:20]=2[CH2:22][NH:6][CH2:5][C:4]2[CH:7]=[CH:8][C:9]([O:11][CH3:12])=[CH:10][C:3]=2[O:2][CH3:1])[CH:15]=[CH:14]1. The catalyst class is: 11. (10) Reactant: [C:1]([O:5][C:6]([N:8]1[CH2:13][CH2:12][CH2:11][CH:10]([CH2:14][CH2:15][C:16](O)=[O:17])[CH2:9]1)=[O:7])([CH3:4])([CH3:3])[CH3:2].O.[H][H]. Product: [C:1]([O:5][C:6]([N:8]1[CH2:13][CH2:12][CH2:11][CH:10]([CH2:14][CH2:15][CH2:16][OH:17])[CH2:9]1)=[O:7])([CH3:4])([CH3:3])[CH3:2]. The catalyst class is: 1.